Dataset: Reaction yield outcomes from USPTO patents with 853,638 reactions. Task: Predict the reaction yield, written as a fraction of the theoretical maximum amount of product (1.0 means a 100% yield; for example, 0.34 means a 34% yield). (1) The reactants are Cl.[F:2][C:3]([F:27])([F:26])[C:4]1[CH:25]=[CH:24][CH:23]=[CH:22][C:5]=1[CH:6]([O:17][CH:18]1[CH2:21][NH:20][CH2:19]1)[C:7]1[CH:12]=[CH:11][C:10]([O:13][CH:14]([F:16])[F:15])=[CH:9][CH:8]=1.C(=O)([O-])[O-].[CH:32]([N:35]=[C:36]=[O:37])([CH3:34])[CH3:33]. The catalyst is C(Cl)Cl. The product is [F:27][C:3]([F:2])([F:26])[C:4]1[CH:25]=[CH:24][CH:23]=[CH:22][C:5]=1[CH:6]([O:17][CH:18]1[CH2:21][N:20]([C:36]([NH:35][CH:32]([CH3:34])[CH3:33])=[O:37])[CH2:19]1)[C:7]1[CH:12]=[CH:11][C:10]([O:13][CH:14]([F:15])[F:16])=[CH:9][CH:8]=1. The yield is 0.660. (2) The reactants are [Cl:1][C:2]1[C:3]([CH3:14])=[C:4]([C:8]([F:13])([F:12])[C:9]([OH:11])=O)[CH:5]=[CH:6][CH:7]=1.P(Cl)(Cl)(Cl)=O.Cl.[NH2:21][CH2:22][C:23]1[CH:24]=[C:25]2[C:29](=[CH:30][CH:31]=1)[C:28](=[O:32])[N:27]([CH:33]1[CH2:38][CH2:37][C:36](=[O:39])[NH:35][C:34]1=[O:40])[CH2:26]2.C(=O)(O)[O-].[Na+]. The catalyst is N1C=CC=CC=1. The product is [Cl:1][C:2]1[C:3]([CH3:14])=[C:4]([C:8]([F:13])([F:12])[C:9]([NH:21][CH2:22][C:23]2[CH:24]=[C:25]3[C:29](=[CH:30][CH:31]=2)[C:28](=[O:32])[N:27]([CH:33]2[CH2:38][CH2:37][C:36](=[O:39])[NH:35][C:34]2=[O:40])[CH2:26]3)=[O:11])[CH:5]=[CH:6][CH:7]=1. The yield is 0.130. (3) The reactants are [OH:1][C:2]12[CH2:17][CH:16]([CH3:18])[CH2:15][C:14](=[O:19])[CH:13]1[CH2:12][CH2:11][CH2:10][CH2:9][CH2:8][CH2:7][CH2:6][CH2:5][CH2:4][CH2:3]2.[CH:20]([O:22][CH2:23][CH3:24])=[CH2:21].C1(C)C=CC(S([O-])(=O)=O)=CC=1.[NH+]1C=CC=CC=1. The catalyst is C(Cl)Cl.CCCCC.C(OCC)C. The product is [CH2:20]([O:22][CH2:23][CH2:24][O:1][C:2]12[CH2:17][CH:16]([CH3:18])[CH2:15][C:14](=[O:19])[CH:13]1[CH2:12][CH2:11][CH2:10][CH2:9][CH2:8][CH2:7][CH2:6][CH2:5][CH2:4][CH2:3]2)[CH3:21]. The yield is 0.250. (4) The reactants are [F:1][C:2]1[C:3]([N+:9]([O-:11])=[O:10])=[C:4]([CH:6]=[CH:7][CH:8]=1)[NH2:5].[Br:12]N1C(=O)CCC1=O. The catalyst is CN(C=O)C.CCOC(C)=O. The product is [Br:12][C:8]1[CH:7]=[CH:6][C:4]([NH2:5])=[C:3]([N+:9]([O-:11])=[O:10])[C:2]=1[F:1]. The yield is 0.970. (5) The reactants are [Cl:1][C:2]1[C:11]2[C:6](=[CH:7][CH:8]=[C:9]([Br:12])[CH:10]=2)[N:5]=[CH:4][N:3]=1.[CH2:13]([O:20][C:21]1[CH:27]=[CH:26][C:24]([NH2:25])=[CH:23][CH:22]=1)[C:14]1[CH:19]=[CH:18][CH:17]=[CH:16][CH:15]=1. The catalyst is CC(O)C. The product is [ClH:1].[CH2:13]([O:20][C:21]1[CH:22]=[CH:23][C:24]([NH:25][C:2]2[C:11]3[C:6](=[CH:7][CH:8]=[C:9]([Br:12])[CH:10]=3)[N:5]=[CH:4][N:3]=2)=[CH:26][CH:27]=1)[C:14]1[CH:15]=[CH:16][CH:17]=[CH:18][CH:19]=1. The yield is 0.880. (6) The reactants are [C:1]([C:5]1[CH:10]=[C:9](Br)[C:8]([N+:12]([O-:14])=[O:13])=[CH:7][C:6]=1[O:15][CH3:16])([CH3:4])([CH3:3])[CH3:2].[F-:17].[K+].[K+].[Br-].Cl[C:22]([F:28])([F:27])C(OC)=O. The catalyst is CN(C=O)C.O.[Cu]I. The product is [C:1]([C:5]1[CH:10]=[C:9]([C:22]([F:28])([F:17])[F:27])[C:8]([N+:12]([O-:14])=[O:13])=[CH:7][C:6]=1[O:15][CH3:16])([CH3:4])([CH3:3])[CH3:2]. The yield is 0.610.